This data is from Forward reaction prediction with 1.9M reactions from USPTO patents (1976-2016). The task is: Predict the product of the given reaction. (1) The product is: [CH:6]1([NH:12][C:13]2[CH:22]=[C:21]3[C:16]([C:17](=[O:37])[C:18]([O:28][C:29]4[CH:30]=[CH:31][C:32]([C:33]([OH:40])=[O:4])=[CH:35][CH:36]=4)=[CH:19][N:20]3[CH:23]3[CH2:27][CH2:26][CH2:25][CH2:24]3)=[CH:15][C:14]=2[F:38])[CH2:11][CH2:10][CH2:9][CH2:8][CH2:7]1. Given the reactants C(O)C.[OH-:4].[Na+].[CH:6]1([NH:12][C:13]2[CH:22]=[C:21]3[C:16]([C:17](=[O:37])[C:18]([O:28][C:29]4[CH:36]=[CH:35][C:32]([C:33]#N)=[CH:31][CH:30]=4)=[CH:19][N:20]3[CH:23]3[CH2:27][CH2:26][CH2:25][CH2:24]3)=[CH:15][C:14]=2[F:38])[CH2:11][CH2:10][CH2:9][CH2:8][CH2:7]1.Cl.[OH2:40], predict the reaction product. (2) Given the reactants CS([C:5]1[N:10]=[CH:9][C:8]([C:11]#[C:12][C:13]2[CH:18]=[CH:17][CH:16]=[CH:15][CH:14]=2)=[CH:7][N:6]=1)(=O)=O.Cl.[CH3:20][O:21][C@H:22]1[CH2:27][CH2:26][C@H:25]([NH2:28])[CH2:24][CH2:23]1, predict the reaction product. The product is: [CH3:20][O:21][C@H:22]1[CH2:27][CH2:26][C@H:25]([NH:28][C:5]2[N:10]=[CH:9][C:8]([C:11]#[C:12][C:13]3[CH:18]=[CH:17][CH:16]=[CH:15][CH:14]=3)=[CH:7][N:6]=2)[CH2:24][CH2:23]1. (3) Given the reactants [OH:1][CH2:2][CH2:3][C@@H:4]1[CH2:6][C@@H:5]1[CH:7]1[CH2:12][CH2:11][N:10](C(OCC2C=CC=CC=2)=O)[CH2:9][CH2:8]1.[H][H], predict the reaction product. The product is: [NH:10]1[CH2:11][CH2:12][CH:7]([C@H:5]2[CH2:6][C@H:4]2[CH2:3][CH2:2][OH:1])[CH2:8][CH2:9]1.